From a dataset of Catalyst prediction with 721,799 reactions and 888 catalyst types from USPTO. Predict which catalyst facilitates the given reaction. (1) Product: [CH3:14][C:11]1[C:10]([CH3:15])=[C:9]([NH:8][C:6]2[CH:5]=[CH:4][N:3]=[C:2]([NH:29][C:19]3[CH:20]=[C:21]([S:23]([CH:26]([CH3:27])[CH3:28])(=[O:25])=[O:24])[CH:22]=[C:17]([CH3:16])[CH:18]=3)[N:7]=2)[NH:13][N:12]=1. Reactant: Cl[C:2]1[N:7]=[C:6]([NH:8][C:9]2[NH:13][N:12]=[C:11]([CH3:14])[C:10]=2[CH3:15])[CH:5]=[CH:4][N:3]=1.[CH3:16][C:17]1[CH:18]=[C:19]([NH2:29])[CH:20]=[C:21]([S:23]([CH:26]([CH3:28])[CH3:27])(=[O:25])=[O:24])[CH:22]=1.Cl. The catalyst class is: 32. (2) Reactant: [N:1]1([C:7]2[CH:12]=[CH:11][CH:10]=[CH:9][C:8]=2[CH2:13][OH:14])[CH2:6][CH2:5][NH:4][CH2:3][CH2:2]1.Cl.Cl[C:17]1[CH:22]=[CH:21][N:20]=[CH:19][CH:18]=1.[OH-].[K+].C(=O)([O-])[O-].[K+].[K+]. Product: [N:20]1[CH:21]=[CH:22][C:17]([O:14][CH2:13][C:8]2[CH:9]=[CH:10][CH:11]=[CH:12][C:7]=2[N:1]2[CH2:6][CH2:5][NH:4][CH2:3][CH2:2]2)=[CH:18][CH:19]=1. The catalyst class is: 11. (3) Product: [Br:27][C:10]1[CH:11]=[CH:12][C:13]2[C:14]3[N:15]=[C:16]([C:19]4[C:24]([F:25])=[CH:23][CH:22]=[CH:21][C:20]=4[Cl:26])[NH:17][C:18]=3[C:5]3[C:6](=[CH:7][C:2]([C:37]([OH:39])([OH:38])[C:36]([F:43])([F:42])[F:35])=[CH:3][CH:4]=3)[C:8]=2[CH:9]=1. Reactant: Br[C:2]1[CH:3]=[CH:4][C:5]2[C:18]3[N:17]=[C:16]([C:19]4[C:24]([F:25])=[CH:23][CH:22]=[CH:21][C:20]=4[Cl:26])[NH:15][C:14]=3[C:13]3[C:8](=[CH:9][C:10]([Br:27])=[CH:11][CH:12]=3)[C:6]=2[CH:7]=1.C[Li].C([Li])CCC.[F:35][C:36]([F:43])([F:42])[C:37]([O:39]CC)=[O:38]. The catalyst class is: 1. (4) Reactant: [F:1][CH:2]([F:14])[C:3]1[CH:8]=[C:7]([C:9]([F:12])([F:11])[F:10])[CH:6]=[C:5](F)[CH:4]=1.[C:15]([CH:17](C)[C:18]([O:20]CC)=[O:19])#N.C(=O)([O-])[O-].[Cs+].[Cs+]. Product: [F:1][CH:2]([F:14])[C:3]1[CH:4]=[C:5]([CH:17]([CH3:15])[C:18]([OH:20])=[O:19])[CH:6]=[C:7]([C:9]([F:12])([F:11])[F:10])[CH:8]=1. The catalyst class is: 3.